This data is from Catalyst prediction with 721,799 reactions and 888 catalyst types from USPTO. The task is: Predict which catalyst facilitates the given reaction. (1) Reactant: [C:1]1([C:10]([OH:12])=O)[CH:2]=[CH:3][N:4]2[C:9]=1[CH2:8][CH2:7][CH2:6][CH2:5]2.C(Cl)(=O)C(Cl)=O.N1C=CC=CC=1.[CH2:25]([O:32][C:33]1[CH:40]=[CH:39][C:36]([NH:37][CH3:38])=[CH:35][CH:34]=1)[C:26]1[CH:31]=[CH:30][CH:29]=[CH:28][CH:27]=1. Product: [CH2:25]([O:32][C:33]1[CH:34]=[CH:35][C:36]([N:37]([CH3:38])[C:10]([C:1]2[CH:2]=[CH:3][N:4]3[C:9]=2[CH2:8][CH2:7][CH2:6][CH2:5]3)=[O:12])=[CH:39][CH:40]=1)[C:26]1[CH:27]=[CH:28][CH:29]=[CH:30][CH:31]=1. The catalyst class is: 426. (2) Reactant: [Br:1][C:2]1[CH:3]=[CH:4][C:5]([C:8]([OH:10])=O)=[N:6][CH:7]=1.Cl.Cl.[C:13]([C:15]1[CH:28]=[CH:27][C:18]([CH2:19][N:20]2[CH2:25][CH2:24][CH:23]([NH2:26])[CH2:22][CH2:21]2)=[CH:17][CH:16]=1)#[N:14].C(N(CC)CC)C.CN(C(ON1N=NC2C=CC=NC1=2)=[N+](C)C)C.F[P-](F)(F)(F)(F)F. Product: [Br:1][C:2]1[CH:3]=[CH:4][C:5]([C:8]([NH:26][CH:23]2[CH2:24][CH2:25][N:20]([CH2:19][C:18]3[CH:27]=[CH:28][C:15]([C:13]#[N:14])=[CH:16][CH:17]=3)[CH2:21][CH2:22]2)=[O:10])=[N:6][CH:7]=1. The catalyst class is: 9. (3) Reactant: [CH3:1][O:2][C:3]1[CH:4]=[C:5]2[CH2:14][CH:13]([CH2:15][CH:16]3[CH2:21][CH2:20][N:19]([CH2:22][C:23]4[CH:24]=[CH:25][CH:26]=[CH:27][CH:28]=4)[CH2:18][CH2:17]3)[C:11](=O)[C:6]2=[CH:7][C:8]=1[O:9][CH3:10].[BH4-].[Na+].CO.Cl. Product: [CH2:22]([N:19]1[CH2:18][CH2:17][CH:16]([CH2:15][C:13]2[CH2:14][C:5]3[C:6]([CH:11]=2)=[CH:7][C:8]([O:9][CH3:10])=[C:3]([O:2][CH3:1])[CH:4]=3)[CH2:21][CH2:20]1)[C:23]1[CH:28]=[CH:27][CH:26]=[CH:25][CH:24]=1. The catalyst class is: 11. (4) Reactant: [NH2:1][CH2:2][C:3]1[CH:24]=[CH:23][C:6]2[NH:7][C:8]([CH2:10][N:11]([CH3:22])[CH:12]3[C:21]4[N:20]=[CH:19][CH:18]=[CH:17][C:16]=4[CH2:15][CH2:14][CH2:13]3)=[N:9][C:5]=2[CH:4]=1.C(OC(=O)[NH:31][CH2:32][CH2:33][CH:34]=O)(C)(C)C.C(O)(=O)C.C(O[BH-](OC(=O)C)OC(=O)C)(=O)C.[Na+]. Product: [CH3:22][N:11]([CH2:10][C:8]1[NH:7][C:6]2[CH:23]=[CH:24][C:3]([CH2:2][NH:1][CH2:34][CH2:33][CH2:32][NH2:31])=[CH:4][C:5]=2[N:9]=1)[CH:12]1[C:21]2[N:20]=[CH:19][CH:18]=[CH:17][C:16]=2[CH2:15][CH2:14][CH2:13]1. The catalyst class is: 26. (5) Reactant: C([O:3][C:4](=O)[CH2:5][C:6]([C@@H:8]1[CH2:13][CH2:12][N:11]([C:14]([O:16][CH3:17])=[O:15])[C@@H:10]([CH2:18][C:19]2[CH:24]=[CH:23][C:22]([F:25])=[CH:21][CH:20]=2)[CH2:9]1)=[O:7])C.[OH-].[Na+].[NH2:29]O.Cl. Product: [F:25][C:22]1[CH:23]=[CH:24][C:19]([CH2:18][C@H:10]2[CH2:9][C@H:8]([C:6]3[O:7][NH:29][C:4](=[O:3])[CH:5]=3)[CH2:13][CH2:12][N:11]2[C:14]([O:16][CH3:17])=[O:15])=[CH:20][CH:21]=1. The catalyst class is: 24.